Task: Predict the reaction yield, written as a fraction of the theoretical maximum amount of product (1.0 means a 100% yield; for example, 0.34 means a 34% yield).. Dataset: Reaction yield outcomes from USPTO patents with 853,638 reactions (1) The reactants are [F:1][C:2]1[C:3]([NH:14][CH2:15][C:16]2[CH:21]=[CH:20][N:19]=[CH:18][CH:17]=2)=[C:4]([CH:10]=[C:11](I)[CH:12]=1)[C:5]([N:7]([CH3:9])[CH3:8])=[O:6].[CH3:22][O:23][C:24]1[CH:29]=[CH:28][CH:27]=[CH:26][C:25]=1[C:30]1[C:38]2[C:33](=[N:34][CH:35]=[C:36](B3OC(C)(C)C(C)(C)O3)[CH:37]=2)[N:32]([S:48]([C:51]2[CH:56]=[CH:55][C:54]([CH3:57])=[CH:53][CH:52]=2)(=[O:50])=[O:49])[CH:31]=1.ClCCl.C(=O)([O-])[O-].[Na+].[Na+]. The catalyst is C(#N)C. The product is [F:1][C:2]1[C:3]([NH:14][CH2:15][C:16]2[CH:21]=[CH:20][N:19]=[CH:18][CH:17]=2)=[C:4]([CH:10]=[C:11]([C:36]2[CH:37]=[C:38]3[C:30]([C:25]4[CH:26]=[CH:27][CH:28]=[CH:29][C:24]=4[O:23][CH3:22])=[CH:31][N:32]([S:48]([C:51]4[CH:52]=[CH:53][C:54]([CH3:57])=[CH:55][CH:56]=4)(=[O:50])=[O:49])[C:33]3=[N:34][CH:35]=2)[CH:12]=1)[C:5]([N:7]([CH3:9])[CH3:8])=[O:6]. The yield is 0.220. (2) The reactants are C(=O)([O-])[O-].[Cs+].[Cs+].Br[C:8]1[CH:9]=[C:10]2[C:15](=[CH:16][CH:17]=1)[N:14]=[C:13]([CH3:18])[C:12]([S:19]([CH3:22])(=[O:21])=[O:20])=[C:11]2[C:23]1[CH:28]=[C:27]([F:29])[C:26]([F:30])=[CH:25][C:24]=1[F:31].[NH:32]1[CH2:37][CH2:36][O:35][CH2:34][CH2:33]1. The catalyst is C(O)(C)(C)C.CCCCCCC.C1(P(C2CCCCC2)C2C=CC=CC=2C2C(C(C)C)=CC(C(C)C)=CC=2C(C)C)CCCCC1. The product is [CH3:22][S:19]([C:12]1[C:13]([CH3:18])=[N:14][C:15]2[C:10]([C:11]=1[C:23]1[CH:28]=[C:27]([F:29])[C:26]([F:30])=[CH:25][C:24]=1[F:31])=[CH:9][C:8]([N:32]1[CH2:37][CH2:36][O:35][CH2:34][CH2:33]1)=[CH:17][CH:16]=2)(=[O:21])=[O:20]. The yield is 0.620. (3) The reactants are [Cl:1][C:2]1[N:3]=[C:4](Cl)[C:5]2[CH2:11][O:10][CH2:9][CH:8]([C:12]3[CH:17]=[CH:16][CH:15]=[CH:14][CH:13]=3)[C:6]=2[N:7]=1.Cl.CN.[CH:22]([N:25](CC)C(C)C)(C)C. The catalyst is CO. The product is [Cl:1][C:2]1[N:3]=[C:4]([NH:25][CH3:22])[C:5]2[CH2:11][O:10][CH2:9][CH:8]([C:12]3[CH:17]=[CH:16][CH:15]=[CH:14][CH:13]=3)[C:6]=2[N:7]=1. The yield is 0.662. (4) The reactants are [CH2:1]([O:8][C:9]1[CH:17]=[CH:16][C:12]([C:13]([OH:15])=O)=[CH:11][C:10]=1[C:18]([NH:20][C:21]1[CH:26]=[C:25]([C:27]([F:30])([F:29])[F:28])[CH:24]=[C:23]([C:31]([F:34])([F:33])[F:32])[CH:22]=1)=[O:19])[C:2]1[CH:7]=[CH:6][CH:5]=[CH:4][CH:3]=1.[NH:35]1[CH2:40][CH2:39][CH2:38][CH2:37][CH2:36]1. No catalyst specified. The product is [CH2:1]([O:8][C:9]1[CH:17]=[CH:16][C:12]([C:13]([N:35]2[CH2:40][CH2:39][CH2:38][CH2:37][CH2:36]2)=[O:15])=[CH:11][C:10]=1[C:18]([NH:20][C:21]1[CH:22]=[C:23]([C:31]([F:34])([F:33])[F:32])[CH:24]=[C:25]([C:27]([F:30])([F:28])[F:29])[CH:26]=1)=[O:19])[C:2]1[CH:7]=[CH:6][CH:5]=[CH:4][CH:3]=1. The yield is 0.564.